Dataset: Full USPTO retrosynthesis dataset with 1.9M reactions from patents (1976-2016). Task: Predict the reactants needed to synthesize the given product. (1) Given the product [OH:2][C:3]1[C:12]2[N:11]=[C:10]([NH:13][C:14](=[O:21])[C:15]3[CH:20]=[CH:19][CH:18]=[N:17][CH:16]=3)[N:9]3[CH2:22][CH2:23][N:24]=[C:8]3[C:7]=2[CH:6]=[CH:5][CH:4]=1, predict the reactants needed to synthesize it. The reactants are: C[O:2][C:3]1[C:12]2[N:11]=[C:10]([NH:13][C:14](=[O:21])[C:15]3[CH:20]=[CH:19][CH:18]=[N:17][CH:16]=3)[N:9]3[CH2:22][CH2:23][N:24]=[C:8]3[C:7]=2[CH:6]=[CH:5][CH:4]=1. (2) Given the product [Cl:1][C:2]1[CH:3]=[C:4]([NH:16][C:17]2[C:26]3[C:21](=[CH:22][CH:23]=[CH:24][C:25]=3[O:27][CH2:28][C@@H:29]3[CH2:34][CH2:33][CH2:32][N:31]([C:36](=[O:37])[CH2:35][OH:38])[CH2:30]3)[N:20]=[CH:19][N:18]=2)[CH:5]=[CH:6][C:7]=1[O:8][CH2:9][C:10]1[CH:14]=[C:13]([CH3:15])[O:12][N:11]=1, predict the reactants needed to synthesize it. The reactants are: [Cl:1][C:2]1[CH:3]=[C:4]([NH:16][C:17]2[C:26]3[C:21](=[CH:22][CH:23]=[CH:24][C:25]=3[O:27][CH2:28][C@@H:29]3[CH2:34][CH2:33][CH2:32][NH:31][CH2:30]3)[N:20]=[CH:19][N:18]=2)[CH:5]=[CH:6][C:7]=1[O:8][CH2:9][C:10]1[CH:14]=[C:13]([CH3:15])[O:12][N:11]=1.[C:35](O)(=[O:38])[CH2:36][OH:37]. (3) Given the product [C:2]([C:7]1[O:11][C:10]([CH2:12][N:13]2[CH:17]=[CH:16][C:15]([NH:18][C:31]([C:27]3[N:28]=[CH:29][O:30][C:26]=3[C:22]3[CH:21]=[C:20]([CH3:19])[CH:25]=[CH:24][CH:23]=3)=[O:32])=[N:14]2)=[CH:9][CH:8]=1)(=[O:6])[CH3:1], predict the reactants needed to synthesize it. The reactants are: [CH3:1][C:2]1([C:7]2[O:11][C:10]([CH2:12][N:13]3[CH:17]=[CH:16][C:15]([NH2:18])=[N:14]3)=[CH:9][CH:8]=2)[O:6]CCO1.[CH3:19][C:20]1[CH:21]=[C:22]([C:26]2[O:30][CH:29]=[N:28][C:27]=2[C:31](O)=[O:32])[CH:23]=[CH:24][CH:25]=1.